This data is from CYP2C9 inhibition data for predicting drug metabolism from PubChem BioAssay. The task is: Regression/Classification. Given a drug SMILES string, predict its absorption, distribution, metabolism, or excretion properties. Task type varies by dataset: regression for continuous measurements (e.g., permeability, clearance, half-life) or binary classification for categorical outcomes (e.g., BBB penetration, CYP inhibition). Dataset: cyp2c9_veith. The compound is COc1ccc(-n2nc([N+](=O)[O-])c(=NCCc3ccc(Cl)cc3)n2O)cc1. The result is 1 (inhibitor).